This data is from Reaction yield outcomes from USPTO patents with 853,638 reactions. The task is: Predict the reaction yield, written as a fraction of the theoretical maximum amount of product (1.0 means a 100% yield; for example, 0.34 means a 34% yield). (1) The reactants are [C:1]([O:4][C:5](=[O:7])[CH3:6])(=O)[CH3:2].N1C=CC=CC=1.[CH2:14]([CH:17]1[CH2:22][CH2:21]C(CO)[CH2:19][CH2:18]1)[C:15]#[CH:16].O. The catalyst is CCOCC. The product is [C:5]([O:4][CH2:1][CH:2]1[CH2:21][CH2:22][CH:17]([CH2:14][C:15]#[CH:16])[CH2:18][CH2:19]1)(=[O:7])[CH3:6]. The yield is 0.470. (2) The reactants are [CH2:1]([NH:3][C:4]1[CH:9]=[C:8]([N:10]2[CH2:15][CH2:14][NH:13][CH2:12][CH2:11]2)[CH:7]=[CH:6][C:5]=1[N+:16]([O-:18])=[O:17])[CH3:2].[OH-].[Na+].[C:21]([O:25][C:26](O[C:26]([O:25][C:21]([CH3:24])([CH3:23])[CH3:22])=[O:27])=[O:27])([CH3:24])([CH3:23])[CH3:22].Cl. The catalyst is C1COCC1.O. The product is [CH2:1]([NH:3][C:4]1[CH:9]=[C:8]([N:10]2[CH2:11][CH2:12][N:13]([C:26]([O:25][C:21]([CH3:24])([CH3:23])[CH3:22])=[O:27])[CH2:14][CH2:15]2)[CH:7]=[CH:6][C:5]=1[N+:16]([O-:18])=[O:17])[CH3:2]. The yield is 0.980. (3) The reactants are [C:1]([C:5]1[O:9][N:8]=[C:7]([NH:10][C:11]([NH:13][C:14]2[CH:19]=[CH:18][CH:17]=[C:16]([O:20][C:21]3[C:30]4[C:25](=[CH:26][CH:27]=[C:28](I)[CH:29]=4)[N:24]=[CH:23][N:22]=3)[CH:15]=2)=[O:12])[CH:6]=1)([CH3:4])([CH3:3])[CH3:2].[CH:32]([C:34]1[O:38][C:37](B(O)O)=[CH:36][CH:35]=1)=[O:33].C([O-])([O-])=O.[Na+].[Na+]. The catalyst is CCO.COCCOC.Cl[Pd](Cl)([P](C1C=CC=CC=1)(C1C=CC=CC=1)C1C=CC=CC=1)[P](C1C=CC=CC=1)(C1C=CC=CC=1)C1C=CC=CC=1. The product is [C:1]([C:5]1[O:9][N:8]=[C:7]([NH:10][C:11]([NH:13][C:14]2[CH:19]=[CH:18][CH:17]=[C:16]([O:20][C:21]3[C:30]4[C:25](=[CH:26][CH:27]=[C:28]([C:37]5[O:38][C:34]([CH:32]=[O:33])=[CH:35][CH:36]=5)[CH:29]=4)[N:24]=[CH:23][N:22]=3)[CH:15]=2)=[O:12])[CH:6]=1)([CH3:4])([CH3:3])[CH3:2]. The yield is 0.870. (4) The reactants are I[C:2]1[C:10]2[C:5](=[CH:6][CH:7]=[C:8]([C:11]3[N:15]=[C:14]([NH:16][C:17](=[O:23])[O:18][C:19]([CH3:22])([CH3:21])[CH3:20])[S:13][N:12]=3)[CH:9]=2)[N:4]([S:24]([C:27]2[CH:33]=[CH:32][C:30]([CH3:31])=[CH:29][CH:28]=2)(=[O:26])=[O:25])[CH:3]=1.[CH:34]([NH:37][C:38]1[CH:43]=[N:42][CH:41]=[C:40]([Sn](CCCC)(CCCC)CCCC)[N:39]=1)([CH3:36])[CH3:35].N#N. The catalyst is CN(C=O)C.[Cu]I.C1C=CC([P]([Pd]([P](C2C=CC=CC=2)(C2C=CC=CC=2)C2C=CC=CC=2)([P](C2C=CC=CC=2)(C2C=CC=CC=2)C2C=CC=CC=2)[P](C2C=CC=CC=2)(C2C=CC=CC=2)C2C=CC=CC=2)(C2C=CC=CC=2)C2C=CC=CC=2)=CC=1. The product is [CH:34]([NH:37][C:38]1[N:39]=[C:40]([C:2]2[C:10]3[C:5](=[CH:6][CH:7]=[C:8]([C:11]4[N:15]=[C:14]([NH:16][C:17](=[O:23])[O:18][C:19]([CH3:20])([CH3:21])[CH3:22])[S:13][N:12]=4)[CH:9]=3)[N:4]([S:24]([C:27]3[CH:28]=[CH:29][C:30]([CH3:31])=[CH:32][CH:33]=3)(=[O:26])=[O:25])[CH:3]=2)[CH:41]=[N:42][CH:43]=1)([CH3:36])[CH3:35]. The yield is 0.810. (5) The reactants are [CH2:1]([C:3]1[CH:8]=[CH:7][CH:6]=[C:5]([CH2:9][CH3:10])[C:4]=1[S:11](Cl)(=[O:13])=[O:12])[CH3:2].[CH3:15][C:16]1[C:22]([C:23]([F:26])([F:25])[F:24])=[CH:21][C:20]([C:27]([F:30])([F:29])[F:28])=[CH:19][C:17]=1[NH2:18]. The catalyst is N1C=CC=CC=1. The product is [CH2:1]([C:3]1[CH:8]=[CH:7][CH:6]=[C:5]([CH2:9][CH3:10])[C:4]=1[S:11]([NH:18][C:17]1[CH:19]=[C:20]([C:27]([F:28])([F:29])[F:30])[CH:21]=[C:22]([C:23]([F:24])([F:25])[F:26])[C:16]=1[CH3:15])(=[O:13])=[O:12])[CH3:2]. The yield is 0.420. (6) The reactants are [OH:1][C:2]1[CH:7]=[CH:6][C:5]([CH2:8][CH2:9][CH2:10][C:11]([OH:13])=O)=[CH:4][CH:3]=1.[O:14]1[CH2:19][CH2:18][CH2:17][CH2:16][CH:15]1[O:20][NH2:21]. The catalyst is ClCCl. The product is [OH:1][C:2]1[CH:3]=[CH:4][C:5]([CH2:8][CH2:9][CH2:10][C:11]([NH:21][O:20][CH:15]2[CH2:16][CH2:17][CH2:18][CH2:19][O:14]2)=[O:13])=[CH:6][CH:7]=1. The yield is 0.650. (7) The catalyst is CCOC(C)=O. The product is [I:1][C:2]1[CH:3]=[CH:4][C:5]2[N:6]([C:8]([CH3:14])=[C:9]([NH:17][C:20](=[O:23])[O:45][C:41]([CH3:44])([CH3:43])[CH3:42])[N:10]=2)[N:7]=1. The yield is 0.270. The reactants are [I:1][C:2]1[CH:3]=[CH:4][C:5]2[N:6]([C:8]([CH3:14])=[C:9](C(O)=O)[N:10]=2)[N:7]=1.C([N:17]([CH2:20]C)CC)C.P(N=[N+]=[N-])(=O)(OC1C=CC=CC=1)[O:23]C1C=CC=CC=1.[C:41]([OH:45])([CH3:44])([CH3:43])[CH3:42].